Dataset: Reaction yield outcomes from USPTO patents with 853,638 reactions. Task: Predict the reaction yield, written as a fraction of the theoretical maximum amount of product (1.0 means a 100% yield; for example, 0.34 means a 34% yield). (1) The reactants are Cl[C:2]1[N:3]=[C:4]([NH:17][CH3:18])[C:5]2[CH2:10][CH2:9][CH:8]([C:11]3[CH:16]=[CH:15][CH:14]=[CH:13][CH:12]=3)[C:6]=2[N:7]=1.[NH2:19][C:20]1[CH:25]=[CH:24][C:23]([N:26]2[CH:30]=[C:29]([C:31]#[N:32])[N:28]=[CH:27]2)=[C:22]([O:33][CH3:34])[CH:21]=1.CC(O)=O.[OH-].[Na+]. The catalyst is O1CCOCC1. The product is [CH3:34][O:33][C:22]1[CH:21]=[C:20]([NH:19][C:2]2[N:3]=[C:4]([NH:17][CH3:18])[C:5]3[CH2:10][CH2:9][CH:8]([C:11]4[CH:16]=[CH:15][CH:14]=[CH:13][CH:12]=4)[C:6]=3[N:7]=2)[CH:25]=[CH:24][C:23]=1[N:26]1[CH:30]=[C:29]([C:31]#[N:32])[N:28]=[CH:27]1. The yield is 0.226. (2) The reactants are [CH:1]1([C:6]2[CH:7]=[CH:8][C:9]3[O:13][C:12]([C:14]4[CH:15]=[C:16]5[C:21](=[CH:22][CH:23]=4)[CH2:20][N:19]([CH2:24][CH2:25][C:26]([O:28]C(C)(C)C)=[O:27])[CH2:18][CH2:17]5)=[CH:11][C:10]=3[CH:33]=2)[CH2:5][CH2:4][CH2:3][CH2:2]1.C(O)(C(F)(F)F)=O. The catalyst is C(Cl)Cl. The product is [CH:1]1([C:6]2[CH:7]=[CH:8][C:9]3[O:13][C:12]([C:14]4[CH:15]=[C:16]5[C:21](=[CH:22][CH:23]=4)[CH2:20][N:19]([CH2:24][CH2:25][C:26]([OH:28])=[O:27])[CH2:18][CH2:17]5)=[CH:11][C:10]=3[CH:33]=2)[CH2:2][CH2:3][CH2:4][CH2:5]1. The yield is 0.900. (3) The reactants are [CH:1]([N:14]1[CH2:19][CH2:18][N:17]([C:20](=[O:36])[CH2:21][C:22]2[C:31]([CH:32]3[CH2:34][CH2:33]3)=[CH:30][C:25]([C:26]([O:28]C)=[O:27])=[C:24]([F:35])[CH:23]=2)[CH2:16][CH2:15]1)([C:8]1[CH:13]=[CH:12][CH:11]=[CH:10][CH:9]=1)[C:2]1[CH:7]=[CH:6][CH:5]=[CH:4][CH:3]=1.Cl. The catalyst is C1COCC1.CO.[OH-].[Li+]. The product is [CH:1]([N:14]1[CH2:19][CH2:18][N:17]([C:20](=[O:36])[CH2:21][C:22]2[C:31]([CH:32]3[CH2:34][CH2:33]3)=[CH:30][C:25]([C:26]([OH:28])=[O:27])=[C:24]([F:35])[CH:23]=2)[CH2:16][CH2:15]1)([C:8]1[CH:13]=[CH:12][CH:11]=[CH:10][CH:9]=1)[C:2]1[CH:3]=[CH:4][CH:5]=[CH:6][CH:7]=1. The yield is 0.530. (4) The reactants are [F:1][C:2]([F:24])([F:23])[C:3]1[CH:4]=[C:5]([C:13]2[N:17]=[CH:16][N:15](/[CH:18]=[CH:19]\[C:20]([OH:22])=O)[N:14]=2)[CH:6]=[C:7]([C:9]([F:12])([F:11])[F:10])[CH:8]=1.Cl.[NH:26]1[CH2:29][CH:28]([C:30]#[N:31])[CH2:27]1.C(P1(=O)OP(CCC)(=O)OP(CCC)(=O)O1)CC.CCN(C(C)C)C(C)C. The catalyst is C(Cl)Cl. The product is [F:12][C:9]([F:10])([F:11])[C:7]1[CH:6]=[C:5]([C:13]2[N:17]=[CH:16][N:15](/[CH:18]=[CH:19]\[C:20]([N:26]3[CH2:29][CH:28]([C:30]#[N:31])[CH2:27]3)=[O:22])[N:14]=2)[CH:4]=[C:3]([C:2]([F:24])([F:23])[F:1])[CH:8]=1. The yield is 0.600.